Dataset: Peptide-MHC class I binding affinity with 185,985 pairs from IEDB/IMGT. Task: Regression. Given a peptide amino acid sequence and an MHC pseudo amino acid sequence, predict their binding affinity value. This is MHC class I binding data. (1) The binding affinity (normalized) is 0. The MHC is HLA-B27:05 with pseudo-sequence HLA-B27:05. The peptide sequence is STTVKAACWW. (2) The peptide sequence is YTPLNYSKF. The MHC is HLA-B15:01 with pseudo-sequence HLA-B15:01. The binding affinity (normalized) is 0.329. (3) The peptide sequence is SPRWYFYYL. The MHC is HLA-B07:02 with pseudo-sequence HLA-B07:02. The binding affinity (normalized) is 0.903. (4) The peptide sequence is RHIAIQVCY. The MHC is HLA-B35:01 with pseudo-sequence HLA-B35:01. The binding affinity (normalized) is 0.346. (5) The peptide sequence is YVADALAAF. The MHC is HLA-A32:01 with pseudo-sequence HLA-A32:01. The binding affinity (normalized) is 0.305. (6) The binding affinity (normalized) is 0.0847. The peptide sequence is VSIRGSHHK. The MHC is HLA-B48:01 with pseudo-sequence HLA-B48:01. (7) The peptide sequence is TSCPPTCPGY. The MHC is Patr-A0301 with pseudo-sequence Patr-A0301. The binding affinity (normalized) is 0.543. (8) The peptide sequence is KLWTSISCA. The MHC is HLA-A25:01 with pseudo-sequence HLA-A25:01. The binding affinity (normalized) is 0.0847. (9) The peptide sequence is YPQLSAIAL. The MHC is HLA-B57:01 with pseudo-sequence HLA-B57:01. The binding affinity (normalized) is 0.0847. (10) The peptide sequence is ALADRIYSF. The MHC is Mamu-A02 with pseudo-sequence Mamu-A02. The binding affinity (normalized) is 0.